Dataset: Forward reaction prediction with 1.9M reactions from USPTO patents (1976-2016). Task: Predict the product of the given reaction. (1) Given the reactants [CH2:1]([NH:8][CH:9]1[CH2:13][O:12][CH:11]2[CH:14]([O:17][CH2:18][C:19]3[CH:24]=[CH:23][CH:22]=[CH:21][CH:20]=3)[CH2:15][O:16][CH:10]12)[C:2]1[CH:7]=[CH:6][CH:5]=[CH:4][CH:3]=1.[CH2:25]=O, predict the reaction product. The product is: [CH2:1]([N:8]([CH3:25])[CH:9]1[CH2:13][O:12][CH:11]2[CH:14]([O:17][CH2:18][C:19]3[CH:24]=[CH:23][CH:22]=[CH:21][CH:20]=3)[CH2:15][O:16][CH:10]12)[C:2]1[CH:3]=[CH:4][CH:5]=[CH:6][CH:7]=1. (2) Given the reactants [C@@H:1]1([C:8](O)=O)[CH2:4][CH2:3][C@H:2]1[C:5](O)=O.[CH3:11][NH:12][C:13]1[C:14]([NH2:23])=[C:15]2[C:20](=[CH:21][CH:22]=1)[N:19]=[CH:18][CH:17]=[CH:16]2.CS(O)(=O)=O.O=P12OP3(OP(OP(O3)(O1)=O)(=O)O2)=O, predict the reaction product. The product is: [CH3:11][N:12]1[C:13]2[C:14](=[C:15]3[C:20](=[CH:21][CH:22]=2)[N:19]=[CH:18][CH:17]=[CH:16]3)[N:23]=[C:8]1[CH:1]1[CH2:4][CH2:3][CH:2]1[C:5]1[N:12]([CH3:11])[C:13]2[C:14]([N:23]=1)=[C:15]1[C:20](=[CH:21][CH:22]=2)[N:19]=[CH:18][CH:17]=[CH:16]1. (3) Given the reactants [CH:1]1([NH:4][C:5]2[C:10]([C:11]([NH2:13])=[O:12])=[CH:9][N:8]=[C:7]([NH:14][C:15]3[CH:20]=[CH:19][C:18]([CH:21]4[CH2:26][CH2:25][N:24]([CH:27]([CH3:29])[CH3:28])[CH2:23][CH2:22]4)=[CH:17][CH:16]=3)[N:6]=2)[CH2:3][CH2:2]1.[O:30]1[CH2:35]CC(=O)C[CH2:31]1, predict the reaction product. The product is: [CH:1]1([NH:4][C:5]2[C:10]([C:11]([NH2:13])=[O:12])=[CH:9][N:8]=[C:7]([NH:14][C:15]3[CH:20]=[CH:19][C:18]([CH:21]4[CH2:26][CH2:25][N:24]([CH:27]5[CH2:29][CH2:35][O:30][CH2:31][CH2:28]5)[CH2:23][CH2:22]4)=[CH:17][CH:16]=3)[N:6]=2)[CH2:3][CH2:2]1. (4) Given the reactants [F:1][C:2]([F:10])([F:9])[CH:3]1[CH2:7][NH:6][C:5](=[O:8])[CH2:4]1.[F:11][CH:12]([F:29])[C:13]1[CH:18]=[C:17]([NH:19][C:20](=[O:28])OC2C=CC=CC=2)[CH:16]=[CH:15][N:14]=1.ClC1C=C(NC(=O)OC2C=CC=CC=2)C=CC=1F.I[C:49]1[CH:50]=[N:51][N:52]2[CH2:57][C@H:56]([CH3:58])[N:55](C(OC(C)(C)C)=O)[CH2:54][C:53]=12.IC1C=NN2CCN(C(OC(C)(C)C)=O)CC=12, predict the reaction product. The product is: [F:29][CH:12]([F:11])[C:13]1[CH:18]=[C:17]([NH:19][C:20]([N:55]2[C@@H:56]([CH3:58])[CH2:57][N:52]3[N:51]=[CH:50][C:49]([N:6]4[CH2:7][CH:3]([C:2]([F:10])([F:9])[F:1])[CH2:4][C:5]4=[O:8])=[C:53]3[CH2:54]2)=[O:28])[CH:16]=[CH:15][N:14]=1. (5) Given the reactants [Cl:1][C:2]1[CH:3]=[C:4]2[C:8](=[CH:9][CH:10]=1)[C:7](=[O:11])[NH:6][CH2:5]2.Br[C:13]1[C:21]2[CH2:20][CH2:19][CH:18]([NH2:22])[C:17]=2[CH:16]=[N:15][CH:14]=1.C([O-])([O-])=O.[Cs+].[Cs+].N[C@H]1CCCC[C@@H]1N, predict the reaction product. The product is: [NH2:22][CH:18]1[C:17]2[CH:16]=[N:15][CH:14]=[C:13]([N:6]3[CH2:5][C:4]4[C:8](=[CH:9][CH:10]=[C:2]([Cl:1])[CH:3]=4)[C:7]3=[O:11])[C:21]=2[CH2:20][CH2:19]1. (6) Given the reactants [H-].[Al+3].[Li+].[H-].[H-].[H-].S(=O)(=O)(O)O.[C:12]([O:16][C:17]([N:19]1[CH2:36][CH2:35][N:22]2[C:23](=O)[C:24]3[C:29]([C@@H:21]2[CH2:20]1)=[CH:28][CH:27]=[CH:26][C:25]=3[C:30]([F:33])([F:32])[F:31])=[O:18])([CH3:15])([CH3:14])[CH3:13], predict the reaction product. The product is: [C:12]([O:16][C:17]([N:19]1[CH2:36][CH2:35][N:22]2[CH2:23][C:24]3[C:29]([C@@H:21]2[CH2:20]1)=[CH:28][CH:27]=[CH:26][C:25]=3[C:30]([F:31])([F:32])[F:33])=[O:18])([CH3:15])([CH3:13])[CH3:14]. (7) Given the reactants [C:1]12([CH2:9][CH:8](NC(NC3SC4C=C(F)C=CC=4N=3)=O)[C:7]3[CH:24]=[CH:25][CH:26]=[CH:27][C:6]=3[O:5]1)[CH2:4][CH2:3][CH2:2]2.IC.[C:30](=O)([O-])[O-:31].[K+].[K+].CN(C)C=[O:39], predict the reaction product. The product is: [CH3:30][O:31][C:25]1[CH:26]=[CH:27][C:6]2[O:5][C:1]3([CH2:2][CH2:3][CH2:4]3)[CH2:9][C:8](=[O:39])[C:7]=2[CH:24]=1. (8) Given the reactants [NH2:1][C:2]1[NH:3][C:4]2[CH:10]=[C:9](N)[CH:8]=[CH:7][C:5]=2[N:6]=1.[CH3:12][C:13]([O:16][C:17]([NH:19][C:20]1[CH:24]=[C:23]([C:25](ON2N=NC3C2=CC=CC=3)=[O:26])[N:22]([CH3:37])[CH:21]=1)=[O:18])([CH3:15])[CH3:14].C1(C=CC(O)=CC=1)O, predict the reaction product. The product is: [C:13]([O:16][C:17]([NH:19][C:20]1[CH:24]=[C:23]([C:25]([NH:1][C:2]2[NH:3][C:4]3[CH:10]=[CH:9][CH:8]=[CH:7][C:5]=3[N:6]=2)=[O:26])[N:22]([CH3:37])[CH:21]=1)=[O:18])([CH3:15])([CH3:12])[CH3:14].